This data is from Full USPTO retrosynthesis dataset with 1.9M reactions from patents (1976-2016). The task is: Predict the reactants needed to synthesize the given product. (1) Given the product [Br-:22].[C:17]([C:14]1[CH:15]=[CH:16][C:11]([C@H:10]2[N:9]3[C:23](=[O:26])[NH:24][N:25]=[C:8]3[N:7]([C:27]3[CH:32]=[CH:31][CH:30]=[C:29]([C:33]([F:34])([F:36])[F:35])[CH:28]=3)[C:6]([CH3:37])=[C:5]2[C:3]([O:2][CH3:1])=[O:4])=[C:12]([CH2:19][CH2:20][CH2:21][N+:38]2[CH:43]=[CH:42][CH:41]=[CH:40][CH:39]=2)[CH:13]=1)#[N:18], predict the reactants needed to synthesize it. The reactants are: [CH3:1][O:2][C:3]([C:5]1[C@@H:10]([C:11]2[CH:16]=[CH:15][C:14]([C:17]#[N:18])=[CH:13][C:12]=2[CH2:19][CH2:20][CH2:21][Br:22])[N:9]2[C:23](=[O:26])[NH:24][N:25]=[C:8]2[N:7]([C:27]2[CH:32]=[CH:31][CH:30]=[C:29]([C:33]([F:36])([F:35])[F:34])[CH:28]=2)[C:6]=1[CH3:37])=[O:4].[N:38]1[CH:43]=[CH:42][CH:41]=[CH:40][CH:39]=1. (2) Given the product [Br:15][C:16]1[CH:17]=[CH:18][C:19]2[C:20]3[N:27]([CH2:28][C@@H:29]4[CH2:33][O:32][C:31]([CH3:35])([CH3:34])[O:30]4)[C:9]([CH2:8][O:10][CH2:11][CH3:12])=[N:26][C:21]=3[CH:22]=[N:23][C:24]=2[CH:25]=1, predict the reactants needed to synthesize it. The reactants are: C(N(CC)CC)C.[CH2:8]([O:10][CH2:11][C:12](Cl)=O)[CH3:9].[Br:15][C:16]1[CH:25]=[C:24]2[C:19]([C:20]([NH:27][CH2:28][C@@H:29]3[CH2:33][O:32][C:31]([CH3:35])([CH3:34])[O:30]3)=[C:21]([NH2:26])[CH:22]=[N:23]2)=[CH:18][CH:17]=1. (3) Given the product [C:1]([O:5][C:6](=[O:25])[NH:7][C:8]1[CH:13]=[C:12]([O:14][CH2:15][C:16]([F:18])([F:17])[F:19])[C:11]([C:20]([F:22])([F:23])[F:21])=[CH:10][C:9]=1[NH:24][C:31](=[O:30])[CH2:32][C:33](=[O:54])[C:34]1[CH:39]=[CH:38][CH:37]=[C:36]([C:40]2[CH:45]=[CH:44][N:43]=[C:42]([CH2:46][O:47][CH:48]3[CH2:53][CH2:52][CH2:51][CH2:50][O:49]3)[CH:41]=2)[CH:35]=1)([CH3:4])([CH3:2])[CH3:3], predict the reactants needed to synthesize it. The reactants are: [C:1]([O:5][C:6](=[O:25])[NH:7][C:8]1[CH:13]=[C:12]([O:14][CH2:15][C:16]([F:19])([F:18])[F:17])[C:11]([C:20]([F:23])([F:22])[F:21])=[CH:10][C:9]=1[NH2:24])([CH3:4])([CH3:3])[CH3:2].C([O:30][C:31](=O)[CH2:32][C:33](=[O:54])[C:34]1[CH:39]=[CH:38][CH:37]=[C:36]([C:40]2[CH:45]=[CH:44][N:43]=[C:42]([CH2:46][O:47][CH:48]3[CH2:53][CH2:52][CH2:51][CH2:50][O:49]3)[CH:41]=2)[CH:35]=1)(C)(C)C. (4) The reactants are: [C:1]([O:5][C@@H:6]([C:12]1[C:27]([CH3:28])=[CH:26][C:15]2[N:16]=[C:17]([C:19]3[CH:24]=[CH:23][N:22]=[C:21](Cl)[CH:20]=3)[S:18][C:14]=2[C:13]=1[C:29]1[CH:34]=[CH:33][C:32]([Cl:35])=[CH:31][CH:30]=1)[C:7]([O:9][CH2:10][CH3:11])=[O:8])([CH3:4])([CH3:3])[CH3:2].[CH3:36][N:37]1[C:45]2[C:40](=[N:41][C:42]([Sn](CCCC)(CCCC)CCCC)=[CH:43][CH:44]=2)[CH:39]=[N:38]1.[Cl-].[Li+]. Given the product [C:1]([O:5][C@@H:6]([C:12]1[C:27]([CH3:28])=[CH:26][C:15]2[N:16]=[C:17]([C:19]3[CH:24]=[CH:23][N:22]=[C:21]([C:42]4[N:41]=[C:40]5[CH:39]=[N:38][N:37]([CH3:36])[C:45]5=[CH:44][CH:43]=4)[CH:20]=3)[S:18][C:14]=2[C:13]=1[C:29]1[CH:30]=[CH:31][C:32]([Cl:35])=[CH:33][CH:34]=1)[C:7]([O:9][CH2:10][CH3:11])=[O:8])([CH3:4])([CH3:3])[CH3:2], predict the reactants needed to synthesize it. (5) Given the product [CH2:17]([O:21][C:2]1[C:7]([CH:8]=[CH:9][C:10]([OH:12])=[O:11])=[CH:6][CH:5]=[C:4]([C:13]([F:16])([F:15])[F:14])[N:3]=1)[CH2:18][CH2:19][CH3:20], predict the reactants needed to synthesize it. The reactants are: Cl[C:2]1[C:7]([CH:8]=[CH:9][C:10]([OH:12])=[O:11])=[CH:6][CH:5]=[C:4]([C:13]([F:16])([F:15])[F:14])[N:3]=1.[CH2:17]([OH:21])[CH2:18][CH2:19][CH3:20].[H-].[Na+]. (6) Given the product [CH2:1]([O:3][C:4]([C:6]1[C:10]([CH2:11][CH2:12][CH2:13][N:14]([CH3:16])[CH3:15])=[C:9]([CH:26]=[O:27])[NH:8][C:7]=1[CH3:17])=[O:5])[CH3:2], predict the reactants needed to synthesize it. The reactants are: [CH2:1]([O:3][C:4]([C:6]1[C:10]([CH2:11][CH2:12][CH2:13][N:14]([CH3:16])[CH3:15])=[CH:9][NH:8][C:7]=1[CH3:17])=[O:5])[CH3:2].O=P(Cl)(Cl)Cl.CN([CH:26]=[O:27])C. (7) Given the product [CH2:14]([O:13][C:10]1[CH:11]=[CH:12][C:7]([CH2:6][CH2:5][NH:4][CH2:3][CH2:2][NH2:1])=[CH:8][C:9]=1[O:16][CH3:17])[CH3:15], predict the reactants needed to synthesize it. The reactants are: [NH2:1][CH2:2][CH2:3][NH:4][C:5](=O)[CH2:6][C:7]1[CH:12]=[CH:11][C:10]([O:13][CH2:14][CH3:15])=[C:9]([O:16][CH3:17])[CH:8]=1.N(CC)(C)C. (8) Given the product [Br:1][C:2]1[CH:3]=[CH:4][C:5]([O:10][CH:17]([F:27])[F:26])=[C:6]([CH:9]=1)[C:7]#[N:8], predict the reactants needed to synthesize it. The reactants are: [Br:1][C:2]1[CH:3]=[CH:4][C:5]([OH:10])=[C:6]([CH:9]=1)[C:7]#[N:8].C(#N)C.[OH-].[K+].Cl[C:17]([F:27])([F:26])C(C1C=CC=CC=1)=O. (9) Given the product [Cl:5][C:6]1[CH:11]=[CH:10][CH:9]=[CH:8][C:7]=1[N:12]1[CH2:38][CH2:37][C:14]2([CH2:18][N:17]([C:19]3[S:20][C:21]([C:24]4[N:25]=[N:26][N:27]([CH2:29][C:30]([OH:32])=[O:31])[N:28]=4)=[CH:22][N:23]=3)[CH2:16][CH2:15]2)[CH2:13]1, predict the reactants needed to synthesize it. The reactants are: O.C(O)=O.[Cl:5][C:6]1[CH:11]=[CH:10][CH:9]=[CH:8][C:7]=1[N:12]1[CH2:38][CH2:37][C:14]2([CH2:18][N:17]([C:19]3[S:20][C:21]([C:24]4[N:25]=[N:26][N:27]([CH2:29][C:30]([O:32]C(C)(C)C)=[O:31])[N:28]=4)=[CH:22][N:23]=3)[CH2:16][CH2:15]2)[CH2:13]1.